This data is from Reaction yield outcomes from USPTO patents with 853,638 reactions. The task is: Predict the reaction yield, written as a fraction of the theoretical maximum amount of product (1.0 means a 100% yield; for example, 0.34 means a 34% yield). (1) The reactants are COC[O:4][C:5]1[C:13]([CH3:14])=[CH:12][C:11]([I:15])=[C:10]2[C:6]=1[CH:7](O)[N:8](C(C)(C1C=CC=CC=1)C)[C:9]2=[O:16].FC(F)(F)C(O)=O.C([SiH](CC)CC)C.C(=O)([O-])O.[Na+]. The catalyst is [N+](C)([O-])=O.C(OCC)(=O)C. The product is [OH:4][C:5]1[C:13]([CH3:14])=[CH:12][C:11]([I:15])=[C:10]2[C:6]=1[CH2:7][NH:8][C:9]2=[O:16]. The yield is 0.520. (2) The reactants are Cl[CH2:2][C:3]1[N:12]([C:13]2[CH:18]=[CH:17][CH:16]=[CH:15][C:14]=2[Cl:19])[C:11](=[O:20])[C:10]2[C:5](=[CH:6][CH:7]=[CH:8][C:9]=2[F:21])[N:4]=1.[N:22]1[C:30]([NH2:31])=[C:29]2[C:25]([N:26]=[CH:27][NH:28]2)=[N:24][CH:23]=1.C([O-])([O-])=O.[K+].[K+]. The catalyst is CN(C=O)C. The product is [NH2:31][C:30]1[N:22]=[CH:23][N:24]=[C:25]2[C:29]=1[N:28]=[CH:27][N:26]2[CH2:2][C:3]1[N:12]([C:13]2[CH:18]=[CH:17][CH:16]=[CH:15][C:14]=2[Cl:19])[C:11](=[O:20])[C:10]2[C:5](=[CH:6][CH:7]=[CH:8][C:9]=2[F:21])[N:4]=1. The yield is 0.640. (3) The reactants are [CH2:1]([O:3][C:4](=[O:20])[NH:5][CH:6]1[CH2:11][CH2:10][CH:9]=[C:8]([C:12]#[C:13][C:14]2[CH:19]=[CH:18][CH:17]=[CH:16][CH:15]=2)[CH2:7]1)[CH3:2].[H-].[Na+].[CH3:23]N(C=O)C. The catalyst is C1COCC1. The product is [CH2:1]([O:3][C:4](=[O:20])[N:5]([CH3:23])[CH:6]1[CH2:11][CH2:10][CH:9]=[C:8]([C:12]#[C:13][C:14]2[CH:19]=[CH:18][CH:17]=[CH:16][CH:15]=2)[CH2:7]1)[CH3:2]. The yield is 0.430.